From a dataset of Forward reaction prediction with 1.9M reactions from USPTO patents (1976-2016). Predict the product of the given reaction. Given the reactants [CH2:1]([C:4]1([C:17]([OH:19])=O)[CH2:9][CH2:8][N:7]([C:10]([O:12][C:13]([CH3:16])([CH3:15])[CH3:14])=[O:11])[CH2:6][CH2:5]1)[CH:2]=[CH2:3].N1C=CC=CC=1.C(Cl)(=O)C(Cl)=O.[Cl:32][C:33]1[CH:34]=[C:35]([CH:37]=[CH:38][CH:39]=1)[NH2:36], predict the reaction product. The product is: [CH2:1]([C:4]1([C:17](=[O:19])[NH:36][C:35]2[CH:37]=[CH:38][CH:39]=[C:33]([Cl:32])[CH:34]=2)[CH2:5][CH2:6][N:7]([C:10]([O:12][C:13]([CH3:14])([CH3:15])[CH3:16])=[O:11])[CH2:8][CH2:9]1)[CH:2]=[CH2:3].